Regression. Given two drug SMILES strings and cell line genomic features, predict the synergy score measuring deviation from expected non-interaction effect. From a dataset of NCI-60 drug combinations with 297,098 pairs across 59 cell lines. (1) Drug 1: C1C(C(OC1N2C=C(C(=O)NC2=O)F)CO)O. Drug 2: COC1=C2C(=CC3=C1OC=C3)C=CC(=O)O2. Cell line: SNB-75. Synergy scores: CSS=13.4, Synergy_ZIP=-4.81, Synergy_Bliss=-0.551, Synergy_Loewe=-15.6, Synergy_HSA=0.266. (2) Drug 1: C1=C(C(=O)NC(=O)N1)N(CCCl)CCCl. Drug 2: CCC1(CC2CC(C3=C(CCN(C2)C1)C4=CC=CC=C4N3)(C5=C(C=C6C(=C5)C78CCN9C7C(C=CC9)(C(C(C8N6C=O)(C(=O)OC)O)OC(=O)C)CC)OC)C(=O)OC)O.OS(=O)(=O)O. Cell line: SK-MEL-28. Synergy scores: CSS=23.7, Synergy_ZIP=-9.77, Synergy_Bliss=-1.68, Synergy_Loewe=-13.3, Synergy_HSA=0.0887. (3) Drug 1: C1=NC(=NC(=O)N1C2C(C(C(O2)CO)O)O)N. Drug 2: CC1CCC2CC(C(=CC=CC=CC(CC(C(=O)C(C(C(=CC(C(=O)CC(OC(=O)C3CCCCN3C(=O)C(=O)C1(O2)O)C(C)CC4CCC(C(C4)OC)OCCO)C)C)O)OC)C)C)C)OC. Cell line: SR. Synergy scores: CSS=15.1, Synergy_ZIP=3.24, Synergy_Bliss=5.62, Synergy_Loewe=5.78, Synergy_HSA=6.00. (4) Drug 1: C1=CN(C=N1)CC(O)(P(=O)(O)O)P(=O)(O)O. Drug 2: C1CCC(C(C1)N)N.C(=O)(C(=O)[O-])[O-].[Pt+4]. Cell line: SK-MEL-2. Synergy scores: CSS=24.5, Synergy_ZIP=-2.57, Synergy_Bliss=-4.47, Synergy_Loewe=0.419, Synergy_HSA=-2.98. (5) Drug 1: C1CCC(C1)C(CC#N)N2C=C(C=N2)C3=C4C=CNC4=NC=N3. Drug 2: C1=CN(C=N1)CC(O)(P(=O)(O)O)P(=O)(O)O. Cell line: MOLT-4. Synergy scores: CSS=6.57, Synergy_ZIP=-2.12, Synergy_Bliss=0.522, Synergy_Loewe=0.766, Synergy_HSA=0.604. (6) Cell line: SNB-19. Drug 1: C1=NC2=C(N=C(N=C2N1C3C(C(C(O3)CO)O)F)Cl)N. Drug 2: CCC1(C2=C(COC1=O)C(=O)N3CC4=CC5=C(C=CC(=C5CN(C)C)O)N=C4C3=C2)O.Cl. Synergy scores: CSS=44.8, Synergy_ZIP=-2.57, Synergy_Bliss=-2.97, Synergy_Loewe=-2.56, Synergy_HSA=1.20. (7) Drug 1: CC(C1=C(C=CC(=C1Cl)F)Cl)OC2=C(N=CC(=C2)C3=CN(N=C3)C4CCNCC4)N. Drug 2: CN(CCCl)CCCl.Cl. Cell line: SF-295. Synergy scores: CSS=17.1, Synergy_ZIP=-6.21, Synergy_Bliss=-1.86, Synergy_Loewe=-9.88, Synergy_HSA=-0.482. (8) Drug 1: C1C(C(OC1N2C=C(C(=O)NC2=O)F)CO)O. Drug 2: CC1=C(C(=CC=C1)Cl)NC(=O)C2=CN=C(S2)NC3=CC(=NC(=N3)C)N4CCN(CC4)CCO. Cell line: OVCAR-4. Synergy scores: CSS=8.86, Synergy_ZIP=-3.38, Synergy_Bliss=0.706, Synergy_Loewe=-2.43, Synergy_HSA=-2.19. (9) Drug 1: CCCCCOC(=O)NC1=NC(=O)N(C=C1F)C2C(C(C(O2)C)O)O. Drug 2: C1=CN(C=N1)CC(O)(P(=O)(O)O)P(=O)(O)O. Cell line: EKVX. Synergy scores: CSS=-2.00, Synergy_ZIP=-0.0466, Synergy_Bliss=-3.14, Synergy_Loewe=-1.49, Synergy_HSA=-3.48.